From a dataset of Catalyst prediction with 721,799 reactions and 888 catalyst types from USPTO. Predict which catalyst facilitates the given reaction. (1) Reactant: [Na].[CH3:2][O:3][CH:4]([O:12]C)[C:5]([C:8](OC)=O)=[CH:6]O.S(O)(O)(=O)=O.[CH3:19][S:20][C:21](=[NH:23])[NH2:22]. Product: [CH3:19][S:20][C:21]1[N:23]=[CH:8][C:5]([C:4]([O:3][CH3:2])=[O:12])=[CH:6][N:22]=1. The catalyst class is: 125. (2) Reactant: [C:1]([C:9]1[NH:13][C:12]2[CH:14]=[CH:15][C:16]([CH2:18][NH:19][C:20](=[O:28])[C:21]3[CH:26]=[CH:25][C:24]([OH:27])=[CH:23][CH:22]=3)=[CH:17][C:11]=2[N:10]=1)(=[O:8])[C:2]1[CH:7]=[CH:6][CH:5]=[CH:4][CH:3]=1.[BH4-].[Na+].O. Product: [OH:27][C:24]1[CH:23]=[CH:22][C:21]([C:20]([NH:19][CH2:18][C:16]2[CH:15]=[CH:14][C:12]3[NH:13][C:9]([CH:1]([OH:8])[C:2]4[CH:7]=[CH:6][CH:5]=[CH:4][CH:3]=4)=[N:10][C:11]=3[CH:17]=2)=[O:28])=[CH:26][CH:25]=1. The catalyst class is: 5.